From a dataset of Peptide-MHC class I binding affinity with 185,985 pairs from IEDB/IMGT. Regression. Given a peptide amino acid sequence and an MHC pseudo amino acid sequence, predict their binding affinity value. This is MHC class I binding data. (1) The peptide sequence is KESTLHLVL. The MHC is Mamu-A11 with pseudo-sequence Mamu-A11. The binding affinity (normalized) is 0.429. (2) The peptide sequence is RRAAVSTLE. The MHC is HLA-B15:17 with pseudo-sequence HLA-B15:17. The binding affinity (normalized) is 0.0847. (3) The peptide sequence is VLWTVFHGA. The MHC is HLA-A02:01 with pseudo-sequence HLA-A02:01. The binding affinity (normalized) is 0.575. (4) The peptide sequence is YLEGTRTLL. The MHC is HLA-A02:12 with pseudo-sequence HLA-A02:12. The binding affinity (normalized) is 0.0847. (5) The peptide sequence is RFNAIWFNH. The MHC is HLA-B15:01 with pseudo-sequence HLA-B15:01. The binding affinity (normalized) is 0.0847. (6) The peptide sequence is SMMSFSAAL. The MHC is HLA-A02:06 with pseudo-sequence HLA-A02:06. The binding affinity (normalized) is 0.569.